This data is from Forward reaction prediction with 1.9M reactions from USPTO patents (1976-2016). The task is: Predict the product of the given reaction. (1) Given the reactants [CH3:1][O:2][C:3]1[CH:4]=[C:5]2[C:10](=[CH:11][C:12]=1[O:13][CH3:14])[N:9]=[CH:8][CH:7]=[C:6]2[O:15][C:16]1[CH:21]=[CH:20][C:19]([NH:22][C:23](=O)[CH2:24][O:25][C:26]2[C:31]([CH3:32])=[CH:30][CH:29]=[CH:28][C:27]=2[CH3:33])=[CH:18][C:17]=1[CH3:35].Cl.[OH-].[Na+], predict the reaction product. The product is: [CH3:1][O:2][C:3]1[CH:4]=[C:5]2[C:10](=[CH:11][C:12]=1[O:13][CH3:14])[N:9]=[CH:8][CH:7]=[C:6]2[O:15][C:16]1[CH:21]=[CH:20][C:19]([NH:22][CH2:23][CH2:24][O:25][C:26]2[C:31]([CH3:32])=[CH:30][CH:29]=[CH:28][C:27]=2[CH3:33])=[CH:18][C:17]=1[CH3:35]. (2) Given the reactants Cl.Cl.[N:3]12[CH2:10][CH2:9][CH:6]([CH2:7][CH2:8]1)[C@@H:5]([NH2:11])[CH2:4]2.[Br:12][C:13]1[CH:14]=[C:15]([C:18](O)=[O:19])[S:16][CH:17]=1, predict the reaction product. The product is: [N:3]12[CH2:10][CH2:9][CH:6]([CH2:7][CH2:8]1)[C@@H:5]([NH:11][C:18]([C:15]1[S:16][CH:17]=[C:13]([Br:12])[CH:14]=1)=[O:19])[CH2:4]2. (3) Given the reactants C[Si]([N-][Si](C)(C)C)(C)C.[Na+].[CH3:11][O:12][CH2:13][C:14]([O:16][CH3:17])=[O:15].[C:18]1([C:38]2[CH:43]=[CH:42][CH:41]=[CH:40][CH:39]=2)[CH:23]=[CH:22][C:21]([O:24][CH2:25][CH2:26][CH2:27][O:28][C:29]2[CH:36]=[CH:35][C:32]([CH:33]=[O:34])=[CH:31][C:30]=2[F:37])=[CH:20][CH:19]=1, predict the reaction product. The product is: [CH3:17][O:16][C:14](=[O:15])[CH:13]([O:12][CH3:11])[CH:33]([C:32]1[CH:35]=[CH:36][C:29]([O:28][CH2:27][CH2:26][CH2:25][O:24][C:21]2[CH:22]=[CH:23][C:18]([C:38]3[CH:43]=[CH:42][CH:41]=[CH:40][CH:39]=3)=[CH:19][CH:20]=2)=[C:30]([F:37])[CH:31]=1)[OH:34].